Dataset: Full USPTO retrosynthesis dataset with 1.9M reactions from patents (1976-2016). Task: Predict the reactants needed to synthesize the given product. (1) Given the product [Br:1][C:2]1[CH:3]=[C:4]2[C:9](=[CH:10][CH:11]=1)[N:8]=[CH:7][C:6]([C:12]([CH:14]1[CH2:16][CH2:15]1)=[O:13])=[C:5]2[N:24]1[CH2:25][CH2:26][CH:21]([CH2:20][N:19]([CH3:27])[CH3:18])[CH2:22][CH2:23]1, predict the reactants needed to synthesize it. The reactants are: [Br:1][C:2]1[CH:3]=[C:4]2[C:9](=[CH:10][CH:11]=1)[N:8]=[CH:7][C:6]([C:12]([CH:14]1[CH2:16][CH2:15]1)=[O:13])=[C:5]2Cl.[CH3:18][N:19]([CH3:27])[CH2:20][CH:21]1[CH2:26][CH2:25][NH:24][CH2:23][CH2:22]1. (2) Given the product [ClH:1].[ClH:1].[Cl:1][C:2]1[CH:3]=[C:4]([NH2:16])[C:5]([NH2:6])=[CH:7][C:8]=1[N:9]1[CH2:13][CH2:12][C:11]([F:15])([F:14])[CH2:10]1, predict the reactants needed to synthesize it. The reactants are: [Cl:1][C:2]1[C:8]([N:9]2[CH2:13][CH2:12][C:11]([F:15])([F:14])[CH2:10]2)=[CH:7][C:5]([NH2:6])=[C:4]([N+:16]([O-])=O)[CH:3]=1. (3) Given the product [NH2:1][C:2]1[CH:6]=[C:5]([C:7]2[CH:12]=[CH:11][CH:10]=[C:9]([Cl:13])[CH:8]=2)[S:4][C:3]=1[C:14]([OH:16])=[O:15], predict the reactants needed to synthesize it. The reactants are: [NH2:1][C:2]1[CH:6]=[C:5]([C:7]2[CH:12]=[CH:11][CH:10]=[C:9]([Cl:13])[CH:8]=2)[S:4][C:3]=1[C:14]([O:16]C)=[O:15].[OH-].[Na+]. (4) Given the product [NH2:29][C:23]1[CH:24]=[C:25]([F:28])[CH:26]=[CH:27][C:22]=1[CH2:21][NH:20][CH:17]1[CH2:18][CH2:19][N:14]([CH2:7][C:8]2[CH:13]=[CH:12][CH:11]=[CH:10][CH:9]=2)[CH2:15][CH2:16]1, predict the reactants needed to synthesize it. The reactants are: [H-].[Al+3].[Li+].[H-].[H-].[H-].[CH2:7]([N:14]1[CH2:19][CH2:18][CH:17]([NH:20][C:21](=O)[C:22]2[CH:27]=[CH:26][C:25]([F:28])=[CH:24][C:23]=2[N+:29]([O-])=O)[CH2:16][CH2:15]1)[C:8]1[CH:13]=[CH:12][CH:11]=[CH:10][CH:9]=1. (5) Given the product [C:30]([C:33]1[O:15][N:14]=[C:12]([C:9]2[CH:8]=[C:7]([O:16][CH2:17][C:18]([F:20])([F:21])[F:19])[C:6]([N:4]3[CH2:5][C:2]([F:1])([F:22])[CH2:3]3)=[CH:11][N:10]=2)[N:13]=1)([CH3:32])([CH3:31])[CH3:29], predict the reactants needed to synthesize it. The reactants are: [F:1][C:2]1([F:22])[CH2:5][N:4]([C:6]2[C:7]([O:16][CH2:17][C:18]([F:21])([F:20])[F:19])=[CH:8][C:9]([C:12](=[N:14][OH:15])[NH2:13])=[N:10][CH:11]=2)[CH2:3]1.C([O-])([O-])=O.[K+].[K+].[C:29](Cl)(=O)[C:30]([CH3:33])([CH3:32])[CH3:31]. (6) The reactants are: [Br:1][C:2]1[CH:3]=[C:4]([C@:9]2([CH2:27][F:28])[CH2:14][C@@H:13]([C:15]([F:18])([F:17])[F:16])[O:12][C:11]([NH:19]C(=O)OC(C)(C)C)=[N:10]2)[C:5]([F:8])=[N:6][CH:7]=1.FC(F)(F)C(O)=O. Given the product [Br:1][C:2]1[CH:3]=[C:4]([C:9]2([CH2:27][F:28])[CH2:14][CH:13]([C:15]([F:16])([F:17])[F:18])[O:12][C:11]([NH2:19])=[N:10]2)[C:5]([F:8])=[N:6][CH:7]=1, predict the reactants needed to synthesize it. (7) Given the product [Cl:1][C:2]1[C:10]([C:11]([N:13]2[CH2:18][CH2:17][N:16]([CH:19]([CH3:21])[CH3:20])[CH2:15][CH2:14]2)=[O:12])=[CH:9][CH:8]=[C:7]2[C:3]=1[CH:4]=[C:5]([C:22]([N:24]1[CH2:29][CH2:28][C:27]([F:31])([F:30])[CH2:26][CH2:25]1)=[O:23])[N:6]2[C:37]1[CH:36]=[CH:35][N:34]=[C:33]([Cl:32])[CH:38]=1, predict the reactants needed to synthesize it. The reactants are: [Cl:1][C:2]1[C:10]([C:11]([N:13]2[CH2:18][CH2:17][N:16]([CH:19]([CH3:21])[CH3:20])[CH2:15][CH2:14]2)=[O:12])=[CH:9][CH:8]=[C:7]2[C:3]=1[CH:4]=[C:5]([C:22]([N:24]1[CH2:29][CH2:28][C:27]([F:31])([F:30])[CH2:26][CH2:25]1)=[O:23])[NH:6]2.[Cl:32][C:33]1[CH:38]=[C:37](B(O)O)[CH:36]=[CH:35][N:34]=1.N1C=CC=CC=1. (8) Given the product [CH2:9]1[C:10]2([CH2:12][N:13]([C:15]3([C:27]4[CH:32]=[C:31]([O:33][CH3:34])[CH:30]=[CH:29][C:28]=4[O:35][CH2:36][CH3:37])[C:23]4[C:18](=[CH:19][CH:20]=[C:21]([C:24]#[N:25])[CH:22]=4)[NH:17][C:16]3=[O:26])[CH2:14]2)[CH2:11][NH:8]1, predict the reactants needed to synthesize it. The reactants are: C(OC([N:8]1[CH2:11][C:10]2([CH2:14][N:13]([C:15]3([C:27]4[CH:32]=[C:31]([O:33][CH3:34])[CH:30]=[CH:29][C:28]=4[O:35][CH2:36][CH3:37])[C:23]4[C:18](=[CH:19][CH:20]=[C:21]([C:24]#[N:25])[CH:22]=4)[NH:17][C:16]3=[O:26])[CH2:12]2)[CH2:9]1)=O)(C)(C)C.C(O)(C(F)(F)F)=O.